From a dataset of Forward reaction prediction with 1.9M reactions from USPTO patents (1976-2016). Predict the product of the given reaction. (1) Given the reactants Br[CH2:2][C:3]([C:5]1[CH:10]=[CH:9][CH:8]=[CH:7][C:6]=1[O:11][CH3:12])=O.[N:13]1[CH:18]=[CH:17][CH:16]=[CH:15][C:14]=1[CH3:19].C(=O)([O-])[O-].[K+].[K+], predict the reaction product. The product is: [CH3:12][O:11][C:6]1[CH:7]=[CH:8][CH:9]=[CH:10][C:5]=1[C:3]1[CH:19]=[C:14]2[N:13]([CH:2]=1)[CH:18]=[CH:17][CH:16]=[CH:15]2. (2) Given the reactants [Cl:1][C:2]1[CH:3]=[C:4]2[C:8](=[CH:9][CH:10]=1)[N:7]([CH2:11][C:12]([O:14][C:15]([CH3:18])([CH3:17])[CH3:16])=[O:13])[C:6]([CH3:19])=[C:5]2[C:20]1[C:29]2[C:24](=[CH:25][CH:26]=[CH:27][CH:28]=2)[C:23](Cl)=[N:22][N:21]=1.[OH-:31].[Na+], predict the reaction product. The product is: [Cl:1][C:2]1[CH:3]=[C:4]2[C:8](=[CH:9][CH:10]=1)[N:7]([CH2:11][C:12]([O:14][C:15]([CH3:17])([CH3:18])[CH3:16])=[O:13])[C:6]([CH3:19])=[C:5]2[C:20]1[C:29]2[C:24](=[CH:25][CH:26]=[CH:27][CH:28]=2)[C:23]([OH:31])=[N:22][N:21]=1. (3) Given the reactants C([NH:5][C:6]([NH:8][CH:9]([C:12]1[CH:17]=[CH:16][C:15]([O:18][CH3:19])=[CH:14][CH:13]=1)[CH2:10]O)=[S:7])(C)(C)C.Cl.O.C(O)C, predict the reaction product. The product is: [CH3:19][O:18][C:15]1[CH:16]=[CH:17][C:12]([CH:9]2[CH2:10][S:7][C:6]([NH2:5])=[N:8]2)=[CH:13][CH:14]=1.